This data is from NCI-60 drug combinations with 297,098 pairs across 59 cell lines. The task is: Regression. Given two drug SMILES strings and cell line genomic features, predict the synergy score measuring deviation from expected non-interaction effect. (1) Drug 1: CN1C2=C(C=C(C=C2)N(CCCl)CCCl)N=C1CCCC(=O)O.Cl. Cell line: NCI-H460. Drug 2: C1C(C(OC1N2C=NC(=NC2=O)N)CO)O. Synergy scores: CSS=8.09, Synergy_ZIP=-2.89, Synergy_Bliss=-1.69, Synergy_Loewe=-23.8, Synergy_HSA=-0.769. (2) Drug 1: C1=NC2=C(N1)C(=S)N=C(N2)N. Drug 2: C1CC(=O)NC(=O)C1N2C(=O)C3=CC=CC=C3C2=O. Cell line: OVCAR-8. Synergy scores: CSS=29.2, Synergy_ZIP=0.0641, Synergy_Bliss=-0.465, Synergy_Loewe=-24.5, Synergy_HSA=-1.36. (3) Drug 1: CC(CN1CC(=O)NC(=O)C1)N2CC(=O)NC(=O)C2. Drug 2: COC1=C2C(=CC3=C1OC=C3)C=CC(=O)O2. Cell line: OVCAR-5. Synergy scores: CSS=23.8, Synergy_ZIP=-4.91, Synergy_Bliss=2.08, Synergy_Loewe=1.22, Synergy_HSA=1.92. (4) Drug 1: CC1=CC2C(CCC3(C2CCC3(C(=O)C)OC(=O)C)C)C4(C1=CC(=O)CC4)C. Drug 2: COC1=C2C(=CC3=C1OC=C3)C=CC(=O)O2. Cell line: CCRF-CEM. Synergy scores: CSS=4.74, Synergy_ZIP=5.89, Synergy_Bliss=4.42, Synergy_Loewe=2.95, Synergy_HSA=2.19. (5) Drug 1: CC12CCC3C(C1CCC2NC(=O)OCC(F)(F)F)CCC4C3(C=CC(=O)N4C)C. Drug 2: CS(=O)(=O)CCNCC1=CC=C(O1)C2=CC3=C(C=C2)N=CN=C3NC4=CC(=C(C=C4)OCC5=CC(=CC=C5)F)Cl. Cell line: T-47D. Synergy scores: CSS=23.3, Synergy_ZIP=-2.20, Synergy_Bliss=-3.20, Synergy_Loewe=-5.47, Synergy_HSA=-0.876.